The task is: Predict the reaction yield, written as a fraction of the theoretical maximum amount of product (1.0 means a 100% yield; for example, 0.34 means a 34% yield).. This data is from Reaction yield outcomes from USPTO patents with 853,638 reactions. (1) The product is [NH2:12][C:7]1[CH:6]=[C:5]([C:15]([F:17])([F:18])[F:16])[C:4]([O:3][CH2:1][CH3:2])=[CH:11][C:8]=1[C:9]#[N:10]. The catalyst is CO.Cl.[Fe]. The reactants are [CH2:1]([O:3][C:4]1[C:5]([C:15]([F:18])([F:17])[F:16])=[CH:6][C:7]([N+:12]([O-])=O)=[C:8]([CH:11]=1)[C:9]#[N:10])[CH3:2]. The yield is 0.840. (2) The reactants are ClC(OCC)=O.[S:7]1[C:11]([C@@H:12]2[CH2:14][C@H:13]2[C:15]([OH:17])=O)=[CH:10][N:9]=[CH:8]1.C(N(CC)CC)C.[N-:25]=[N+:26]=[N-:27].[Na+]. The catalyst is CC(C)=O.O. The product is [S:7]1[C:11]([C@@H:12]2[CH2:14][C@H:13]2[C:15]([N:25]=[N+:26]=[N-:27])=[O:17])=[CH:10][N:9]=[CH:8]1. The yield is 0.587. (3) The reactants are [Cl:1][C:2]1[C:7]([C:8]2[C:9](=[O:21])[N:10]([CH2:19][CH3:20])[C:11]3[C:16]([CH:17]=2)=[CH:15][N:14]=[C:13](Cl)[CH:12]=3)=[CH:6][C:5]([NH:22][C:23]([NH:25][C:26]2[CH:31]=[CH:30][CH:29]=[C:28]([C:32]#[N:33])[CH:27]=2)=[O:24])=[C:4]([F:34])[CH:3]=1.CC(C1C=C(C(C)C)C(C2C(P(C(C)(C)C)C(C)(C)C)=CC=CC=2)=C(C(C)C)C=1)C.C([O-])([O-])=O.[Cs+].[Cs+].[CH3:71][NH2:72]. The catalyst is O1CCOCC1.C1C=CC(/C=C/C(/C=C/C2C=CC=CC=2)=O)=CC=1.C1C=CC(/C=C/C(/C=C/C2C=CC=CC=2)=O)=CC=1.C1C=CC(/C=C/C(/C=C/C2C=CC=CC=2)=O)=CC=1.[Pd].[Pd]. The product is [Cl:1][C:2]1[C:7]([C:8]2[C:9](=[O:21])[N:10]([CH2:19][CH3:20])[C:11]3[C:16]([CH:17]=2)=[CH:15][N:14]=[C:13]([NH:72][CH3:71])[CH:12]=3)=[CH:6][C:5]([NH:22][C:23]([NH:25][C:26]2[CH:31]=[CH:30][CH:29]=[C:28]([C:32]#[N:33])[CH:27]=2)=[O:24])=[C:4]([F:34])[CH:3]=1. The yield is 0.150.